From a dataset of Peptide-MHC class I binding affinity with 185,985 pairs from IEDB/IMGT. Regression. Given a peptide amino acid sequence and an MHC pseudo amino acid sequence, predict their binding affinity value. This is MHC class I binding data. (1) The peptide sequence is ITLFPSYQL. The MHC is HLA-A03:01 with pseudo-sequence HLA-A03:01. The binding affinity (normalized) is 0.0847. (2) The peptide sequence is SHEGEGIPL. The MHC is HLA-B38:01 with pseudo-sequence HLA-B38:01. The binding affinity (normalized) is 0.182.